This data is from Reaction yield outcomes from USPTO patents with 853,638 reactions. The task is: Predict the reaction yield, written as a fraction of the theoretical maximum amount of product (1.0 means a 100% yield; for example, 0.34 means a 34% yield). (1) The reactants are [Br:1][C:2]1[CH:3]=[C:4]([CH:24]=[CH:25][CH:26]=1)[CH2:5][C:6]1[N:10]2[C:11](=[O:23])[C:12]3[NH:13][CH:14]=[N:15][C:16]=3[N:17]([CH2:18][CH2:19][CH2:20][CH2:21][CH3:22])[C:9]2=[N:8][N:7]=1.[Br:27]N1C(=O)CCC1=O. The catalyst is O1CCCC1. The product is [Br:27][C:14]1[NH:13][C:12]2[C:11](=[O:23])[N:10]3[C:6]([CH2:5][C:4]4[CH:24]=[CH:25][CH:26]=[C:2]([Br:1])[CH:3]=4)=[N:7][N:8]=[C:9]3[N:17]([CH2:18][CH2:19][CH2:20][CH2:21][CH3:22])[C:16]=2[N:15]=1. The yield is 0.600. (2) The product is [CH:17]([C:16]1[C:11]([C:9]([C:4]2[CH:3]=[C:2]([CH:31]=[CH:30][C:29]#[N:32])[CH:7]=[C:6]([CH3:8])[CH:5]=2)=[O:10])=[N:12][C:13]([O:22][CH3:23])=[N:14][C:15]=1[O:20][CH3:21])([CH3:19])[CH3:18]. The catalyst is CN(C=O)C.C([O-])(=O)C.[Pd+2].C([O-])(=O)C.C1C=CC([P]([Pd]([P](C2C=CC=CC=2)(C2C=CC=CC=2)C2C=CC=CC=2)([P](C2C=CC=CC=2)(C2C=CC=CC=2)C2C=CC=CC=2)[P](C2C=CC=CC=2)(C2C=CC=CC=2)C2C=CC=CC=2)(C2C=CC=CC=2)C2C=CC=CC=2)=CC=1.CC(=O)OCC. The yield is 0.170. The reactants are Br[C:2]1[CH:3]=[C:4]([C:9]([C:11]2[C:16]([CH:17]([CH3:19])[CH3:18])=[C:15]([O:20][CH3:21])[N:14]=[C:13]([O:22][CH3:23])[N:12]=2)=[O:10])[CH:5]=[C:6]([CH3:8])[CH:7]=1.C([O-])(=O)C.[Na+].[C:29](#[N:32])[CH:30]=[CH2:31].CCOCC. (3) The product is [Cl:1][C:2]1[CH:3]=[CH:4][C:5]([CH2:6][C:7]2[C:15]3[C:14](=[O:16])[N:13]([CH2:17][CH2:18][CH2:19][OH:20])[C:12](=[O:27])[N:11]([CH2:28][CH2:29][CH2:30][OH:31])[C:10]=3[O:9][C:8]=2[C:38]2[CH:43]=[CH:42][CH:41]=[C:40]([Cl:44])[CH:39]=2)=[CH:45][CH:46]=1. The catalyst is C(Cl)Cl. The yield is 0.580. The reactants are [Cl:1][C:2]1[CH:46]=[CH:45][C:5]([CH2:6][C:7]2[C:15]3[C:14](=[O:16])[N:13]([CH2:17][CH2:18][CH2:19][O:20]C4CCCCO4)[C:12](=[O:27])[N:11]([CH2:28][CH2:29][CH2:30][O:31]C4CCCCO4)[C:10]=3[O:9][C:8]=2[C:38]2[CH:43]=[CH:42][CH:41]=[C:40]([Cl:44])[CH:39]=2)=[CH:4][CH:3]=1.C(O)(C(F)(F)F)=O. (4) The reactants are Br[CH2:2][C:3]1[CH:8]=[CH:7][C:6]([B:9]2[O:13][C:12]([CH3:15])([CH3:14])[C:11]([CH3:17])([CH3:16])[O:10]2)=[CH:5][CH:4]=1.[CH3:18][S-:19].[Na+]. The catalyst is CN(C)C=O. The product is [CH3:16][C:11]1([CH3:17])[C:12]([CH3:15])([CH3:14])[O:13][B:9]([C:6]2[CH:7]=[CH:8][C:3]([CH2:2][S:19][CH3:18])=[CH:4][CH:5]=2)[O:10]1. The yield is 0.960. (5) The reactants are [NH:1]1[CH:5]=[C:4]([B:6]2[O:14][C:11]([CH3:13])([CH3:12])[C:8]([CH3:10])([CH3:9])[O:7]2)[CH:3]=[N:2]1.[CH2:15](Br)[CH:16]=[CH2:17].C[Si]([N-][Si](C)(C)C)(C)C.[Na+]. The catalyst is C1COCC1. The product is [CH2:17]([N:2]1[CH:3]=[C:4]([B:6]2[O:7][C:8]([CH3:9])([CH3:10])[C:11]([CH3:13])([CH3:12])[O:14]2)[CH:5]=[N:1]1)[CH:16]=[CH2:15]. The yield is 0.940.